Dataset: Catalyst prediction with 721,799 reactions and 888 catalyst types from USPTO. Task: Predict which catalyst facilitates the given reaction. (1) Reactant: C(O[C:5](=[O:7])[CH3:6])(=O)C.[Cl:8][C:9]1[C:18]2[CH2:17][NH:16][CH2:15][CH2:14][C:13]=2[N:12]=[C:11]2[CH:19]=[CH:20][C:21]([C:23]#[N:24])=[CH:22][C:10]=12.O. Product: [C:5]([N:16]1[CH2:15][CH2:14][C:13]2[N:12]=[C:11]3[CH:19]=[CH:20][C:21]([C:23]#[N:24])=[CH:22][C:10]3=[C:9]([Cl:8])[C:18]=2[CH2:17]1)(=[O:7])[CH3:6]. The catalyst class is: 2. (2) Reactant: O1CCCCC1[N:7]1[C:15]2[C:10](=[CH:11][C:12]([C:16]3[N:20]=[CH:19][N:18](C(C4C=CC=CC=4)(C4C=CC=CC=4)C4C=CC=CC=4)[N:17]=3)=[CH:13][CH:14]=2)[C:9]([C:40]2[CH:41]=[C:42]([NH2:46])[CH:43]=[CH:44][CH:45]=2)=[N:8]1.[Cl:47][C:48]1[CH:55]=[C:54]([Cl:56])[CH:53]=[CH:52][C:49]=1[CH2:50]Cl.[OH2:57]. Product: [NH:18]1[CH:19]=[N:20][C:16]([C:12]2[CH:11]=[C:10]3[C:15](=[CH:14][CH:13]=2)[NH:7][N:8]=[C:9]3[C:40]2[CH:41]=[C:42]([NH:46][C:50]([C:49]3[CH:52]=[CH:53][C:54]([Cl:56])=[CH:55][C:48]=3[Cl:47])=[O:57])[CH:43]=[CH:44][CH:45]=2)=[N:17]1. The catalyst class is: 17. (3) Reactant: [Cl:1][C:2]1[CH:7]=[CH:6][N:5]=[C:4]([NH2:8])[CH:3]=1.C1C(=O)N([I:16])C(=O)C1. Product: [Cl:1][C:2]1[C:7]([I:16])=[CH:6][N:5]=[C:4]([NH2:8])[CH:3]=1. The catalyst class is: 9. (4) Reactant: C([O:8][C:9]1[CH:40]=[CH:39][C:12]([C:13]([NH:15][C:16]([CH3:38])([CH3:37])[C:17](=[O:36])[N:18]2[CH2:23][CH2:22][N:21]([C:24](=[O:35])[C:25]3[CH:30]=[CH:29][CH:28]=[CH:27][C:26]=3[C:31]([F:34])([F:33])[F:32])[CH2:20][CH2:19]2)=[O:14])=[CH:11][CH:10]=1)C1C=CC=CC=1.CO. Product: [CH3:38][C:16]([NH:15][C:13](=[O:14])[C:12]1[CH:11]=[CH:10][C:9]([OH:8])=[CH:40][CH:39]=1)([CH3:37])[C:17](=[O:36])[N:18]1[CH2:19][CH2:20][N:21]([C:24](=[O:35])[C:25]2[CH:30]=[CH:29][CH:28]=[CH:27][C:26]=2[C:31]([F:32])([F:34])[F:33])[CH2:22][CH2:23]1. The catalyst class is: 153. (5) Reactant: [N:1]1([C:7]([O:9][C:10]([CH3:13])([CH3:12])[CH3:11])=[O:8])[CH2:6][CH2:5][NH:4][CH2:3][CH2:2]1.C(=O)([O-])[O-].[Cs+].[Cs+].C1(P(C2C=CC=CC=2)C2C=CC3C(=CC=CC=3)C=2C2C3C(=CC=CC=3)C=CC=2P(C2C=CC=CC=2)C2C=CC=CC=2)C=CC=CC=1.FC(F)(F)S(O[C:72]1[CH:81]=[CH:80][CH:79]=[C:78]2[C:73]=1[CH:74]=[CH:75][C:76]([CH3:82])=[N:77]2)(=O)=O. Product: [CH3:82][C:76]1[CH:75]=[CH:74][C:73]2[C:78](=[CH:79][CH:80]=[CH:81][C:72]=2[N:4]2[CH2:5][CH2:6][N:1]([C:7]([O:9][C:10]([CH3:13])([CH3:12])[CH3:11])=[O:8])[CH2:2][CH2:3]2)[N:77]=1. The catalyst class is: 164. (6) Reactant: CN(C)/[CH:3]=[CH:4]/[C:5]1[N:10]=[CH:9][C:8]([C:11]2[CH:12]=[N:13][N:14]([CH:16]3[CH2:21][CH2:20][N:19]([C:22]([O:24][C:25]([CH3:28])([CH3:27])[CH3:26])=[O:23])[CH2:18][CH2:17]3)[CH:15]=2)=[CH:7][C:6]=1[N+:29]([O-])=[O:30].O.O.Cl[Sn]Cl.O. The catalyst class is: 25. Product: [OH:30][N:29]1[C:6]2[C:5](=[N:10][CH:9]=[C:8]([C:11]3[CH:12]=[N:13][N:14]([CH:16]4[CH2:21][CH2:20][N:19]([C:22]([O:24][C:25]([CH3:26])([CH3:27])[CH3:28])=[O:23])[CH2:18][CH2:17]4)[CH:15]=3)[CH:7]=2)[CH:4]=[CH:3]1.